This data is from Full USPTO retrosynthesis dataset with 1.9M reactions from patents (1976-2016). The task is: Predict the reactants needed to synthesize the given product. (1) Given the product [NH2:58][C:55]1[CH:56]=[CH:57][N:52]([C@@H:26]2[O:25][C@H:24]([CH2:23][O:22][P:18]([OH:21])([OH:20])=[O:19])[C@@H:28]([O:29][P:30]([O:33][CH2:34][C@@H:35]3[C@@H:39]([O:40][C:83](=[O:84])[C@@H:68]([NH:67][C:65]([O:64][C:60]([CH3:63])([CH3:62])[CH3:61])=[O:66])[CH2:69][CH2:70][C@@H:71]4[S:75][CH2:74][N:73]([C:76]([O:78][C:79]([CH3:82])([CH3:81])[CH3:80])=[O:77])[CH2:72]4)[C@@H:38]([OH:41])[C@H:37]([N:42]4[CH:50]=[N:49][C:48]5[C:43]4=[N:44][CH:45]=[N:46][C:47]=5[NH2:51])[O:36]3)([OH:32])=[O:31])[CH2:27]2)[C:53](=[O:59])[N:54]=1, predict the reactants needed to synthesize it. The reactants are: C([N+](CCCC)(CCCC)CCCC)CCC.[P:18]([O:22][CH2:23][C@@H:24]1[C@@H:28]([O:29][P:30]([O:33][CH2:34][C@@H:35]2[C@@H:39]([OH:40])[C@@H:38]([OH:41])[C@H:37]([N:42]3[CH:50]=[N:49][C:48]4[C:43]3=[N:44][CH:45]=[N:46][C:47]=4[NH2:51])[O:36]2)([OH:32])=[O:31])[CH2:27][C@H:26]([N:52]2[CH:57]=[CH:56][C:55]([NH2:58])=[N:54][C:53]2=[O:59])[O:25]1)([OH:21])([OH:20])=[O:19].[C:60]([O:64][C:65]([NH:67][C@H:68]([C:83](OCC#N)=[O:84])[CH2:69][CH2:70][C@@H:71]1[S:75][CH2:74][N:73]([C:76]([O:78][C:79]([CH3:82])([CH3:81])[CH3:80])=[O:77])[CH2:72]1)=[O:66])([CH3:63])([CH3:62])[CH3:61]. (2) Given the product [Cl:25][C:20]1[CH:19]=[C:18]([CH:23]=[CH:22][C:21]=1[Cl:24])[C:17]([NH:16][C:13]1[CH:12]=[CH:11][C:10]([O:9][C:8]2[CH:7]=[CH:6][C:5]([CH2:27][C:28]([O:30][CH3:31])=[O:29])=[CH:4][C:3]=2[CH2:2][NH:1][S:39]([C:36]2[CH:37]=[CH:38][C:33]([F:32])=[CH:34][CH:35]=2)(=[O:41])=[O:40])=[CH:15][CH:14]=1)=[O:26], predict the reactants needed to synthesize it. The reactants are: [NH2:1][CH2:2][C:3]1[CH:4]=[C:5]([CH2:27][C:28]([O:30][CH3:31])=[O:29])[CH:6]=[CH:7][C:8]=1[O:9][C:10]1[CH:15]=[CH:14][C:13]([NH:16][C:17](=[O:26])[C:18]2[CH:23]=[CH:22][C:21]([Cl:24])=[C:20]([Cl:25])[CH:19]=2)=[CH:12][CH:11]=1.[F:32][C:33]1[CH:38]=[CH:37][C:36]([S:39](Cl)(=[O:41])=[O:40])=[CH:35][CH:34]=1.CCN(C(C)C)C(C)C. (3) Given the product [Br:13][CH2:12][C:10]([C:7]1[CH:6]=[CH:5][C:4]([CH:2]([CH3:1])[CH3:3])=[CH:9][CH:8]=1)=[O:11], predict the reactants needed to synthesize it. The reactants are: [CH3:1][CH:2]([C:4]1[CH:9]=[CH:8][C:7]([C:10]([CH3:12])=[O:11])=[CH:6][CH:5]=1)[CH3:3].[Br:13]Br. (4) The reactants are: [NH2:1][N:2]1[N:11]=[C:10]([C:12]2[CH:17]=[CH:16][C:15]([F:18])=[CH:14][CH:13]=2)[C:9]2[C:4](=[CH:5][CH:6]=[CH:7][CH:8]=2)[C:3]1=[O:19].[Cl:20][C:21]1[CH:26]=[CH:25][C:24]([CH2:27][C:28](O)=[O:29])=[CH:23][CH:22]=1. Given the product [Cl:20][C:21]1[CH:26]=[CH:25][C:24]([CH2:27][C:28]([NH:1][N:2]2[N:11]=[C:10]([C:12]3[CH:17]=[CH:16][C:15]([F:18])=[CH:14][CH:13]=3)[C:9]3[C:4](=[CH:5][CH:6]=[CH:7][CH:8]=3)[C:3]2=[O:19])=[O:29])=[CH:23][CH:22]=1, predict the reactants needed to synthesize it.